Task: Regression. Given a peptide amino acid sequence and an MHC pseudo amino acid sequence, predict their binding affinity value. This is MHC class II binding data.. Dataset: Peptide-MHC class II binding affinity with 134,281 pairs from IEDB (1) The peptide sequence is AVDGRFAVPQILGDE. The MHC is DRB5_0101 with pseudo-sequence DRB5_0101. The binding affinity (normalized) is 0.0598. (2) The peptide sequence is MAAHKFMVAMFLAVA. The MHC is HLA-DPA10103-DPB10301 with pseudo-sequence HLA-DPA10103-DPB10301. The binding affinity (normalized) is 0.313. (3) The peptide sequence is VLDLHPGAGKTRRILPQI. The MHC is DRB1_0401 with pseudo-sequence DRB1_0401. The binding affinity (normalized) is 0. (4) The peptide sequence is ASTGGAYESYKFIPA. The MHC is HLA-DPA10201-DPB10101 with pseudo-sequence HLA-DPA10201-DPB10101. The binding affinity (normalized) is 0.269. (5) The peptide sequence is ERTVRVLDTVEKWLA. The MHC is HLA-DQA10201-DQB10402 with pseudo-sequence HLA-DQA10201-DQB10402. The binding affinity (normalized) is 0.584. (6) The peptide sequence is SGSAASMVNGVIKIL. The MHC is HLA-DQA10201-DQB10301 with pseudo-sequence HLA-DQA10201-DQB10301. The binding affinity (normalized) is 0.723. (7) The peptide sequence is ASIAARGWAAHRARA. The MHC is DRB1_0701 with pseudo-sequence DRB1_0701. The binding affinity (normalized) is 0.689. (8) The peptide sequence is QVCYNFKVQFLFSSM. The MHC is DRB1_1501 with pseudo-sequence DRB1_1501. The binding affinity (normalized) is 0.607. (9) The peptide sequence is SKKDKFVAANAGGTV. The MHC is DRB1_0701 with pseudo-sequence DRB1_0701. The binding affinity (normalized) is 0.671.